Task: Predict the product of the given reaction.. Dataset: Forward reaction prediction with 1.9M reactions from USPTO patents (1976-2016) (1) The product is: [Cl:9][C:6]1[C:7]([CH3:8])=[C:2]([C:34]2[CH:35]=[N:36][CH:37]=[C:32]([O:31][CH3:30])[CH:33]=2)[C:3]([O:28][CH3:29])=[C:4]([CH:10]([NH:12][C:13]2[N:21]=[CH:20][N:19]=[C:18]3[C:14]=2[N:15]=[CH:16][NH:17]3)[CH3:11])[CH:5]=1. Given the reactants Br[C:2]1[C:3]([O:28][CH3:29])=[C:4]([CH:10]([NH:12][C:13]2[N:21]=[CH:20][N:19]=[C:18]3[C:14]=2[N:15]=[CH:16][N:17]3C2CCCCO2)[CH3:11])[CH:5]=[C:6]([Cl:9])[C:7]=1[CH3:8].[CH3:30][O:31][C:32]1[CH:33]=[C:34](B(O)O)[CH:35]=[N:36][CH:37]=1.C(=O)([O-])[O-].[Na+].[Na+].Cl.O, predict the reaction product. (2) Given the reactants CN(C(ON1N=NC2C=CC=NC1=2)=[N+](C)C)C.F[P-](F)(F)(F)(F)F.[F:25][C:26]1[CH:34]=[CH:33][C:29]([C:30]([OH:32])=O)=[C:28]([N+:35]([O-:37])=[O:36])[CH:27]=1.FC(F)(F)C(O)=O.[NH2:45][C@@H:46]([CH:51]1[CH2:55][CH2:54][CH2:53][CH2:52]1)[C:47]([O:49][CH3:50])=[O:48].C(N(C(C)C)CC)(C)C, predict the reaction product. The product is: [CH:51]1([C@H:46]([NH:45][C:30]([C:29]2[CH:33]=[CH:34][C:26]([F:25])=[CH:27][C:28]=2[N+:35]([O-:37])=[O:36])=[O:32])[C:47]([O:49][CH3:50])=[O:48])[CH2:52][CH2:53][CH2:54][CH2:55]1. (3) Given the reactants P([O-])(O)(O)=O.[Na+].ClC1C=CC=C(C(OO)=[O:15])C=1.[CH2:18]([C:23]1[CH:28]=[CH:27][C:26]([C:29]2[CH:34]=[CH:33][C:32]([CH:35]3[CH2:39][CH2:38][C:37](=[O:40])[CH2:36]3)=[CH:31][CH:30]=2)=[CH:25][CH:24]=1)[CH2:19][CH2:20][CH2:21][CH3:22], predict the reaction product. The product is: [CH2:18]([C:23]1[CH:24]=[CH:25][C:26]([C:29]2[CH:34]=[CH:33][C:32]([CH:35]3[CH2:39][CH2:38][CH2:37][O:40][C:36]3=[O:15])=[CH:31][CH:30]=2)=[CH:27][CH:28]=1)[CH2:19][CH2:20][CH2:21][CH3:22]. (4) Given the reactants [NH:1]1[CH2:7][C:5](=[O:6])[NH:4][C:2]1=[O:3].[Cl:8][C:9]1[CH:10]=[C:11]([CH:14]=[CH:15][C:16]=1[NH:17][C:18]1[C:23]([CH3:24])=[C:22]([NH:25][CH:26]2[CH2:28][CH2:27]2)[N:21]2[N:29]=[CH:30][C:31]([CH:32]=O)=[C:20]2[N:19]=1)[C:12]#[N:13].N1CCCCC1, predict the reaction product. The product is: [Cl:8][C:9]1[CH:10]=[C:11]([CH:14]=[CH:15][C:16]=1[NH:17][C:18]1[C:23]([CH3:24])=[C:22]([NH:25][CH:26]2[CH2:27][CH2:28]2)[N:21]2[N:29]=[CH:30][C:31]([CH:32]=[C:7]3[C:5](=[O:6])[NH:4][C:2](=[O:3])[NH:1]3)=[C:20]2[N:19]=1)[C:12]#[N:13]. (5) Given the reactants Cl[C:2]1[N:10]([C:11]2[CH:16]=[CH:15][CH:14]=[CH:13][C:12]=2[Cl:17])[C:9]2[C:8](=[O:18])[N:7]([CH3:19])[C:6](=[O:20])[N:5]([CH3:21])[C:4]=2[N:3]=1.[C:22]([O:26][C:27]([N:29]1[CH2:34][CH2:33][NH:32][CH2:31][CH2:30]1)=[O:28])([CH3:25])([CH3:24])[CH3:23], predict the reaction product. The product is: [C:22]([O:26][C:27]([N:29]1[CH2:34][CH2:33][N:32]([C:2]2[N:10]([C:11]3[CH:16]=[CH:15][CH:14]=[CH:13][C:12]=3[Cl:17])[C:9]3[C:8](=[O:18])[N:7]([CH3:19])[C:6](=[O:20])[N:5]([CH3:21])[C:4]=3[N:3]=2)[CH2:31][CH2:30]1)=[O:28])([CH3:25])([CH3:23])[CH3:24]. (6) Given the reactants [Br:1][C:2]1[C:10]2[C:9]3[CH2:11][N:12]([CH2:21][C:22]([F:25])([F:24])[F:23])[C:13](=[O:20])[C@H:14]([CH2:16][C:17]([OH:19])=O)[CH2:15][C:8]=3[CH:7]=[C:6]([Br:26])[C:5]=2[NH:4][N:3]=1.C(N(CC)C(C)C)(C)C.CN(C(ON1N=NC2C=CC=CC1=2)=[N+](C)C)C.[B-](F)(F)(F)F.[NH:58]1[CH2:63][CH2:62][CH:61]([N:64]2[CH2:70][CH2:69][C:68]3[CH:71]=[CH:72][CH:73]=[CH:74][C:67]=3[NH:66][C:65]2=[O:75])[CH2:60][CH2:59]1, predict the reaction product. The product is: [Br:1][C:2]1[C:10]2[C:9]3[CH2:11][N:12]([CH2:21][C:22]([F:25])([F:24])[F:23])[C:13](=[O:20])[C@H:14]([CH2:16][C:17](=[O:19])[N:58]4[CH2:59][CH2:60][CH:61]([N:64]5[CH2:70][CH2:69][C:68]6[CH:71]=[CH:72][CH:73]=[CH:74][C:67]=6[NH:66][C:65]5=[O:75])[CH2:62][CH2:63]4)[CH2:15][C:8]=3[CH:7]=[C:6]([Br:26])[C:5]=2[NH:4][N:3]=1. (7) Given the reactants C1(P(C2C=CC=CC=2)C2C=CC=CC=2)C=CC=CC=1.II.CCN(CC)CC.[CH3:29][O:30][C:31](=[O:49])[CH:32]([NH:38][C:39](=[O:48])[C:40]1[CH:45]=[CH:44][C:43]([F:46])=[C:42]([F:47])[CH:41]=1)[C:33]([CH:35]1[CH2:37][CH2:36]1)=O, predict the reaction product. The product is: [CH3:29][O:30][C:31]([C:32]1[N:38]=[C:39]([C:40]2[CH:45]=[CH:44][C:43]([F:46])=[C:42]([F:47])[CH:41]=2)[O:48][C:33]=1[CH:35]1[CH2:37][CH2:36]1)=[O:49]. (8) Given the reactants [F:1][C:2]1[C:7]([O:8][CH3:9])=[CH:6][CH:5]=[CH:4][C:3]=1[NH:10]C(=O)OC(C)(C)C.[ClH:18].O1CCOCC1, predict the reaction product. The product is: [ClH:18].[F:1][C:2]1[C:7]([O:8][CH3:9])=[CH:6][CH:5]=[CH:4][C:3]=1[NH2:10]. (9) Given the reactants [CH3:1][O:2][C:3](=[O:22])[C:4]1[CH:9]=[CH:8][C:7]([C:10]([NH:12][CH2:13][C:14]2[CH:19]=[CH:18][CH:17]=[C:16]([OH:20])[CH:15]=2)=[O:11])=[CH:6][C:5]=1[Cl:21].[OH-:23].[Na+].Cl, predict the reaction product. The product is: [Cl:21][C:5]1[CH:6]=[C:7]([C:10]([NH:12][CH2:13][C:14]2[CH:19]=[CH:18][CH:17]=[C:16]([OH:20])[CH:15]=2)=[O:11])[CH:8]=[CH:9][C:4]=1[C:3]([OH:22])=[O:2].[Cl:21][C:5]1[CH:6]=[C:7]([C:10]([O-:11])=[O:23])[CH:8]=[CH:9][C:4]=1[C:3]([O:2][CH3:1])=[O:22]. (10) Given the reactants Cl[C:2]1[CH:7]=[N:6][NH:5][C:4](=[O:8])[CH:3]=1.[F:9][C:10]([F:21])([F:20])[C:11]1[CH:16]=[CH:15][C:14](B(O)O)=[CH:13][CH:12]=1.C(=O)([O-])[O-].[Na+].[Na+], predict the reaction product. The product is: [F:9][C:10]([F:21])([F:20])[C:11]1[CH:16]=[CH:15][C:14]([C:2]2[CH:7]=[N:6][NH:5][C:4](=[O:8])[CH:3]=2)=[CH:13][CH:12]=1.